Dataset: Catalyst prediction with 721,799 reactions and 888 catalyst types from USPTO. Task: Predict which catalyst facilitates the given reaction. Reactant: [CH3:1][O:2][C:3](=[O:14])[C:4]1[CH:9]=[C:8]([N+:10]([O-])=O)[CH:7]=[CH:6][C:5]=1[Cl:13]. Product: [CH3:1][O:2][C:3](=[O:14])[C:4]1[CH:9]=[C:8]([NH2:10])[CH:7]=[CH:6][C:5]=1[Cl:13]. The catalyst class is: 8.